Task: Regression. Given two drug SMILES strings and cell line genomic features, predict the synergy score measuring deviation from expected non-interaction effect.. Dataset: NCI-60 drug combinations with 297,098 pairs across 59 cell lines Drug 1: COC1=C(C=C2C(=C1)N=CN=C2NC3=CC(=C(C=C3)F)Cl)OCCCN4CCOCC4. Drug 2: CC1CCC2CC(C(=CC=CC=CC(CC(C(=O)C(C(C(=CC(C(=O)CC(OC(=O)C3CCCCN3C(=O)C(=O)C1(O2)O)C(C)CC4CCC(C(C4)OC)O)C)C)O)OC)C)C)C)OC. Cell line: SN12C. Synergy scores: CSS=32.1, Synergy_ZIP=-7.64, Synergy_Bliss=-4.39, Synergy_Loewe=1.45, Synergy_HSA=2.69.